Dataset: Retrosynthesis with 50K atom-mapped reactions and 10 reaction types from USPTO. Task: Predict the reactants needed to synthesize the given product. (1) Given the product CCOc1cc(C(C)(C)C)ncc1C1=N[C@@](C)(c2ccc(Cl)cc2)[C@@](C)(c2ccc(Cl)cc2)N1C(=O)N1CCC(NC(=O)NC2CCCC2)CC1, predict the reactants needed to synthesize it. The reactants are: CCOc1cc(C(C)(C)C)ncc1C1=N[C@@](C)(c2ccc(Cl)cc2)[C@@](C)(c2ccc(Cl)cc2)N1C(=O)N1CCC(N)CC1.O=C=NC1CCCC1. (2) Given the product C=CCC(C)(C)c1nc2cc(NS(=O)(=O)c3ccccc3)ccc2n1CC1CCCCC1, predict the reactants needed to synthesize it. The reactants are: C=CCC(C)(C)C(=O)O.Nc1cc(NS(=O)(=O)c2ccccc2)ccc1NCC1CCCCC1.